This data is from Catalyst prediction with 721,799 reactions and 888 catalyst types from USPTO. The task is: Predict which catalyst facilitates the given reaction. (1) Reactant: [OH-].[Na+].[Br:3][C:4]1[CH:5]=[C:6]([C:21]([O:23]C)=[O:22])[CH:7]=[C:8]2[C:13]=1[O:12][C:11]([N:14]1[CH2:19][CH2:18][O:17][CH2:16][CH2:15]1)=[CH:10][C:9]2=[O:20].C1COCC1.Cl. Product: [Br:3][C:4]1[CH:5]=[C:6]([C:21]([OH:23])=[O:22])[CH:7]=[C:8]2[C:13]=1[O:12][C:11]([N:14]1[CH2:19][CH2:18][O:17][CH2:16][CH2:15]1)=[CH:10][C:9]2=[O:20]. The catalyst class is: 24. (2) Reactant: [NH2:1][CH:2]1[CH2:7][CH2:6][CH:5]([C:8]([OH:17])([C:13]([F:16])([F:15])[F:14])[C:9]([F:12])([F:11])[F:10])[CH2:4][CH2:3]1.[CH2:18]([O:20][C:21](=[O:30])[C:22](=O)[C:23]1[CH:28]=[CH:27][CH:26]=[CH:25][CH:24]=1)[CH3:19].C([BH3-])#N.[Na+].C([O-])(O)=O.[Na+]. Product: [CH2:18]([O:20][C:21](=[O:30])[CH:22]([C:23]1[CH:28]=[CH:27][CH:26]=[CH:25][CH:24]=1)[NH:1][C@H:2]1[CH2:3][CH2:4][C@@H:5]([C:8]([OH:17])([C:13]([F:14])([F:15])[F:16])[C:9]([F:11])([F:12])[F:10])[CH2:6][CH2:7]1)[CH3:19].[CH2:18]([O:20][C:21](=[O:30])[CH:22]([C:23]1[CH:28]=[CH:27][CH:26]=[CH:25][CH:24]=1)[NH:1][C@H:2]1[CH2:3][CH2:4][C@H:5]([C:8]([OH:17])([C:13]([F:14])([F:15])[F:16])[C:9]([F:11])([F:12])[F:10])[CH2:6][CH2:7]1)[CH3:19]. The catalyst class is: 863. (3) Reactant: [Cl:1][C:2]1[N:7]=[CH:6][C:5]([OH:8])=[CH:4][CH:3]=1.Br[CH2:10][C:11]1[CH:16]=[CH:15][CH:14]=[CH:13][CH:12]=1.C(=O)([O-])[O-].[K+].[K+].CN(C=O)C. Product: [CH2:10]([O:8][C:5]1[CH:4]=[CH:3][C:2]([Cl:1])=[N:7][CH:6]=1)[C:11]1[CH:16]=[CH:15][CH:14]=[CH:13][CH:12]=1. The catalyst class is: 6. (4) Reactant: [O:1]=[S:2]1(=[O:10])[CH2:6][CH2:5][CH2:4][N:3]1[CH2:7][CH2:8]O.O=S(Cl)[Cl:13].C([O-])(O)=O.[Na+]. Product: [Cl:13][CH2:8][CH2:7][N:3]1[CH2:4][CH2:5][CH2:6][S:2]1(=[O:10])=[O:1]. The catalyst class is: 2.